Dataset: Forward reaction prediction with 1.9M reactions from USPTO patents (1976-2016). Task: Predict the product of the given reaction. Given the reactants FC1C=CC(OC)=C([N+]([O-])=O)C=1F.[CH:14]1[CH:19]=[C:18]([NH2:20])[C:17]([NH:21][C:22](C2C=CC(N)=CC=2)=[O:23])=[CH:16][CH:15]=1.C1N=CN(C(N2C=NC=C2)=O)C=1, predict the reaction product. The product is: [NH:20]1[C:18]2[CH:19]=[CH:14][CH:15]=[CH:16][C:17]=2[NH:21][C:22]1=[O:23].